This data is from Forward reaction prediction with 1.9M reactions from USPTO patents (1976-2016). The task is: Predict the product of the given reaction. (1) Given the reactants [CH3:1][N:2]1[CH:6]=[C:5]([C:7]2[S:8][C:9]3[C:10](=[O:16])[NH:11][CH:12]=[CH:13][C:14]=3[N:15]=2)[CH:4]=[N:3]1.C1C(=O)N([Cl:24])C(=O)C1, predict the reaction product. The product is: [Cl:24][C:13]1[C:14]2[N:15]=[C:7]([C:5]3[CH:4]=[N:3][N:2]([CH3:1])[CH:6]=3)[S:8][C:9]=2[C:10](=[O:16])[NH:11][CH:12]=1. (2) Given the reactants Cl[C:2]1[C:3]([F:9])=[C:4]([CH:6]=[CH:7][CH:8]=1)[NH2:5].[F:10]C1C(F)=CC=CC=1Cl, predict the reaction product. The product is: [F:9][C:3]1[C:2]([F:10])=[CH:8][CH:7]=[CH:6][C:4]=1[NH2:5].